From a dataset of Forward reaction prediction with 1.9M reactions from USPTO patents (1976-2016). Predict the product of the given reaction. (1) Given the reactants [CH2:1]([C@:3]1([OH:9])[CH2:7][CH2:6][NH:5][C@H:4]1[CH3:8])[CH3:2].[F:10][C:11]1[CH:18]=[C:17](F)[CH:16]=[CH:15][C:12]=1[C:13]#[N:14].C(=O)([O-])[O-].[Li+].[Li+], predict the reaction product. The product is: [CH2:1]([C@:3]1([OH:9])[CH2:7][CH2:6][N:5]([C:17]2[CH:16]=[CH:15][C:12]([C:13]#[N:14])=[C:11]([F:10])[CH:18]=2)[C@H:4]1[CH3:8])[CH3:2]. (2) Given the reactants Br[CH2:2][CH2:3][N:4]1[C:9]([CH3:10])=[C:8]([CH2:11][CH3:12])[C:7](=[O:13])[N:6]2[N:14]=[CH:15][C:16]([C:17]#[N:18])=[C:5]12.C(=O)([O-])[O-].[K+].[K+].Cl.[CH3:26][NH:27][CH3:28], predict the reaction product. The product is: [CH3:26][N:27]([CH3:28])[CH2:2][CH2:3][N:4]1[C:9]([CH3:10])=[C:8]([CH2:11][CH3:12])[C:7](=[O:13])[N:6]2[N:14]=[CH:15][C:16]([C:17]#[N:18])=[C:5]12. (3) Given the reactants P(Br)(Br)([Br:3])=O.C[N:7]([CH:9]=O)[CH3:8].[F:11][C:12]1[CH:13]=[C:14]([O:22][CH3:23])[CH:15]=[C:16]2C=1N[C:18](=[O:21])[CH2:17]2, predict the reaction product. The product is: [Br:3][C:9]1[NH:7][C:8]2[C:16]([C:17]=1[CH:18]=[O:21])=[CH:15][C:14]([O:22][CH3:23])=[CH:13][C:12]=2[F:11]. (4) Given the reactants C(S(CCN1CCN(CCCC2C=CC=CC=2)CC1)=[O:15])(C1C=CC=CC=1)C1C=CC=CC=1.[F:33][C:34]1[CH:39]=[CH:38][C:37]([CH:40]([C:60]2[CH:65]=[CH:64][C:63]([F:66])=[CH:62][CH:61]=2)[S:41][CH2:42][CH2:43][N:44]2[CH2:49][CH2:48][N:47]([CH2:50][CH:51]([OH:59])[CH2:52][C:53]3[CH:58]=[CH:57][CH:56]=[CH:55][CH:54]=3)[CH2:46][CH2:45]2)=[CH:36][CH:35]=1, predict the reaction product. The product is: [F:33][C:34]1[CH:39]=[CH:38][C:37]([CH:40]([C:60]2[CH:61]=[CH:62][C:63]([F:66])=[CH:64][CH:65]=2)[S:41]([CH2:42][CH2:43][N:44]2[CH2:45][CH2:46][N:47]([CH2:50][CH:51]([OH:59])[CH2:52][C:53]3[CH:58]=[CH:57][CH:56]=[CH:55][CH:54]=3)[CH2:48][CH2:49]2)=[O:15])=[CH:36][CH:35]=1. (5) Given the reactants [CH3:1][CH:2]1[NH:7][CH2:6][C:5]2[N:8]=[N:9][N:10]([C:11]3[C:16]([F:17])=[CH:15][CH:14]=[CH:13][N:12]=3)[C:4]=2[CH2:3]1.[Cl:18][C:19]1[C:27]([Cl:28])=[CH:26][CH:25]=[CH:24][C:20]=1[C:21](Cl)=[O:22].ClC1C(C(F)(F)F)=CC=CC=1C(Cl)=O.NC1C(F)=CC=CN=1, predict the reaction product. The product is: [Cl:18][C:19]1[C:27]([Cl:28])=[CH:26][CH:25]=[CH:24][C:20]=1[C:21]([N:7]1[CH:2]([CH3:1])[CH2:3][C:4]2[N:10]([C:11]3[C:16]([F:17])=[CH:15][CH:14]=[CH:13][N:12]=3)[N:9]=[N:8][C:5]=2[CH2:6]1)=[O:22].